Task: Regression. Given a peptide amino acid sequence and an MHC pseudo amino acid sequence, predict their binding affinity value. This is MHC class II binding data.. Dataset: Peptide-MHC class II binding affinity with 134,281 pairs from IEDB (1) The peptide sequence is CIEYVTLNASQYANC. The MHC is HLA-DQA10501-DQB10301 with pseudo-sequence HLA-DQA10501-DQB10301. The binding affinity (normalized) is 0.561. (2) The binding affinity (normalized) is 0. The MHC is DRB1_0405 with pseudo-sequence DRB1_0405. The peptide sequence is WHTTKGAALMSGEGRL. (3) The peptide sequence is NCVLKKSTNGLRIKS. The MHC is HLA-DQA10401-DQB10402 with pseudo-sequence HLA-DQA10401-DQB10402. The binding affinity (normalized) is 0. (4) The peptide sequence is LLMRRMRRPTGKVTL. The MHC is HLA-DQA10201-DQB10303 with pseudo-sequence HLA-DQA10201-DQB10303. The binding affinity (normalized) is 0. (5) The peptide sequence is LNVTSEDLGKTFSVG. The MHC is HLA-DQA10501-DQB10402 with pseudo-sequence HLA-DQA10501-DQB10402. The binding affinity (normalized) is 0.